From a dataset of NCI-60 drug combinations with 297,098 pairs across 59 cell lines. Regression. Given two drug SMILES strings and cell line genomic features, predict the synergy score measuring deviation from expected non-interaction effect. (1) Drug 1: C1=CC(=CC=C1CCC2=CNC3=C2C(=O)NC(=N3)N)C(=O)NC(CCC(=O)O)C(=O)O. Drug 2: CC1=C(N=C(N=C1N)C(CC(=O)N)NCC(C(=O)N)N)C(=O)NC(C(C2=CN=CN2)OC3C(C(C(C(O3)CO)O)O)OC4C(C(C(C(O4)CO)O)OC(=O)N)O)C(=O)NC(C)C(C(C)C(=O)NC(C(C)O)C(=O)NCCC5=NC(=CS5)C6=NC(=CS6)C(=O)NCCC[S+](C)C)O. Cell line: HCT-15. Synergy scores: CSS=40.1, Synergy_ZIP=-4.66, Synergy_Bliss=-3.24, Synergy_Loewe=-3.08, Synergy_HSA=1.06. (2) Drug 1: C1CCC(CC1)NC(=O)N(CCCl)N=O. Drug 2: C1C(C(OC1N2C=NC3=C2NC=NCC3O)CO)O. Cell line: NCIH23. Synergy scores: CSS=11.7, Synergy_ZIP=-4.36, Synergy_Bliss=0.485, Synergy_Loewe=0.452, Synergy_HSA=1.05.